Dataset: Forward reaction prediction with 1.9M reactions from USPTO patents (1976-2016). Task: Predict the product of the given reaction. Given the reactants [F:1][C:2]1[CH:3]=[C:4]([C:19]2[C:20](=[O:33])[N:21]([CH3:32])[C:22]([NH:25][C:26]3[CH:31]=[CH:30][CH:29]=[CH:28][CH:27]=3)=[N:23][CH:24]=2)[CH:5]=[CH:6][C:7]=1[O:8][C:9]1[CH:14]=[CH:13][N:12]=[C:11]2[CH:15]=[C:16](I)[S:17][C:10]=12.[CH3:34][NH:35][C:36]([C:38]1[CH:43]=[CH:42][C:41](B(O)O)=[CH:40][CH:39]=1)=[O:37].[Li+].[Cl-], predict the reaction product. The product is: [F:1][C:2]1[CH:3]=[C:4]([C:19]2[C:20](=[O:33])[N:21]([CH3:32])[C:22]([NH:25][C:26]3[CH:31]=[CH:30][CH:29]=[CH:28][CH:27]=3)=[N:23][CH:24]=2)[CH:5]=[CH:6][C:7]=1[O:8][C:9]1[CH:14]=[CH:13][N:12]=[C:11]2[CH:15]=[C:16]([C:41]3[CH:42]=[CH:43][C:38]([C:36]([NH:35][CH3:34])=[O:37])=[CH:39][CH:40]=3)[S:17][C:10]=12.